This data is from Forward reaction prediction with 1.9M reactions from USPTO patents (1976-2016). The task is: Predict the product of the given reaction. (1) Given the reactants [CH3:1][O:2][C:3]1[CH:4]=[C:5](/[CH:11]=[C:12](\[C:16]2[CH:21]=[CH:20][C:19]([OH:22])=[CH:18][CH:17]=2)/[C:13]([OH:15])=[O:14])[CH:6]=[C:7]([O:9][CH3:10])[CH:8]=1.COC1C=C(C=C(C2C=CC(O)=CC=2)C(O)=O)C=C(OC)C=1.C(OC(=O)C)(=O)C.C(N(CC)CC)C.Cl, predict the reaction product. The product is: [CH3:10][O:9][C:7]1[CH:6]=[C:5](/[CH:11]=[C:12](/[C:16]2[CH:17]=[CH:18][C:19]([OH:22])=[CH:20][CH:21]=2)\[C:13]([OH:15])=[O:14])[CH:4]=[C:3]([O:2][CH3:1])[CH:8]=1. (2) Given the reactants Cl[C:2]1[N:7]2[N:8]=[C:9]([S:11][CH3:12])[N:10]=[C:6]2[N:5]=[C:4]([CH3:13])[CH:3]=1.[NH2:14][C:15]1[CH:20]=[CH:19][C:18]([C:21]([F:24])([F:23])[F:22])=[C:17]([F:25])[CH:16]=1.N, predict the reaction product. The product is: [F:25][C:17]1[CH:16]=[C:15]([NH:14][C:2]2[N:7]3[N:8]=[C:9]([S:11][CH3:12])[N:10]=[C:6]3[N:5]=[C:4]([CH3:13])[CH:3]=2)[CH:20]=[CH:19][C:18]=1[C:21]([F:23])([F:24])[F:22]. (3) Given the reactants [F:1][C:2]1[CH:10]=[CH:9][C:8]([F:11])=[CH:7][C:3]=1[C:4](Cl)=[O:5].[CH3:12][O:13][C:14]1[CH:19]=[C:18]([NH2:20])[CH:17]=[CH:16][N:15]=1.N1C=CC=CC=1.Cl, predict the reaction product. The product is: [F:1][C:2]1[CH:10]=[CH:9][C:8]([F:11])=[CH:7][C:3]=1[C:4]([NH:20][C:18]1[CH:17]=[CH:16][N:15]=[C:14]([O:13][CH3:12])[CH:19]=1)=[O:5]. (4) Given the reactants [N:1]1([CH:14]([CH3:18])[C:15]([NH2:17])=O)[C:10]2[C:5](=[CH:6][CH:7]=[CH:8][CH:9]=2)[C:4]2([CH2:13][CH2:12][CH2:11]2)[CH2:3][CH2:2]1.CO.Cl, predict the reaction product. The product is: [N:1]1([CH:14]([CH3:18])[CH2:15][NH2:17])[C:10]2[C:5](=[CH:6][CH:7]=[CH:8][CH:9]=2)[C:4]2([CH2:13][CH2:12][CH2:11]2)[CH2:3][CH2:2]1. (5) Given the reactants [C:1]([C:5]1[N:6]=[C:7]([N:16]2[CH2:20][CH2:19][C:18]([F:22])([F:21])[CH2:17]2)[C:8]2[C:9](=[N:11][N:12]([CH2:14][CH3:15])[N:13]=2)[N:10]=1)([CH3:4])([CH3:3])[CH3:2].[C:23]([C:27]1[N:28]=[C:29](N2CCC(F)(F)C2)C2N=NNC=2N=1)(C)(C)[CH3:24].Cl.ClCC1C=NC=CC=1, predict the reaction product. The product is: [C:1]([C:5]1[N:6]=[C:7]([N:16]2[CH2:20][CH2:19][C:18]([F:21])([F:22])[CH2:17]2)[C:8]2[C:9](=[N:11][N:12]([CH2:14][C:15]3[CH:29]=[N:28][CH:27]=[CH:23][CH:24]=3)[N:13]=2)[N:10]=1)([CH3:2])([CH3:3])[CH3:4]. (6) Given the reactants [CH2:1]([CH:5]1[CH:9](O)[C:8]2[CH:11]=[C:12]([N+:15]([O-:17])=[O:16])[CH:13]=[CH:14][C:7]=2[O:6]1)[CH2:2][CH2:3][CH3:4].C(O)C.S(=O)(=O)(O)O, predict the reaction product. The product is: [CH2:1]([C:5]1[O:6][C:7]2[CH:14]=[CH:13][C:12]([N+:15]([O-:17])=[O:16])=[CH:11][C:8]=2[CH:9]=1)[CH2:2][CH2:3][CH3:4]. (7) Given the reactants CS([C:5]1[N:6]=[CH:7][C:8]2[C:13]([C:14]3[CH:19]=[CH:18][CH:17]=[CH:16][CH:15]=3)=[C:12]([C:20]3[CH:25]=[CH:24][C:23]([C:26]4([NH:30][C:31](=[O:37])[O:32][C:33]([CH3:36])([CH3:35])[CH3:34])[CH2:29][CH2:28][CH2:27]4)=[CH:22][CH:21]=3)[O:11][C:9]=2[N:10]=1)(=O)=O.C1COCC1.[CH3:43][NH2:44], predict the reaction product. The product is: [CH3:43][NH:44][C:5]1[N:6]=[CH:7][C:8]2[C:13]([C:14]3[CH:19]=[CH:18][CH:17]=[CH:16][CH:15]=3)=[C:12]([C:20]3[CH:21]=[CH:22][C:23]([C:26]4([NH:30][C:31](=[O:37])[O:32][C:33]([CH3:35])([CH3:36])[CH3:34])[CH2:27][CH2:28][CH2:29]4)=[CH:24][CH:25]=3)[O:11][C:9]=2[N:10]=1. (8) Given the reactants C1(C)C=CC=CC=1.I[C:9]1[CH:18]=[CH:17][CH:16]=[CH:15][C:10]=1[C:11]([O:13][CH3:14])=[O:12].[C:19]([C:21]1([OH:31])[CH2:26][CH:25]2[CH2:27][CH:22]1[CH:23]([CH3:30])[C:24]2([CH3:29])[CH3:28])#[CH:20].C(NC(C)C)(C)C, predict the reaction product. The product is: [OH:31][C:21]1([C:19]#[C:20][C:9]2[CH:18]=[CH:17][CH:16]=[CH:15][C:10]=2[C:11]([O:13][CH3:14])=[O:12])[CH2:26][CH:25]2[CH2:27][CH:22]1[CH:23]([CH3:30])[C:24]2([CH3:29])[CH3:28]. (9) Given the reactants [NH2:1][C:2]1[CH:7]=[C:6]([C:8]2[CH:13]=[CH:12][C:11]([I:14])=[C:10]([F:15])[CH:9]=2)[N:5]=[C:4]([C:16]([O:18]C)=[O:17])[C:3]=1[Cl:20].[OH-].[Na+], predict the reaction product. The product is: [NH2:1][C:2]1[CH:7]=[C:6]([C:8]2[CH:13]=[CH:12][C:11]([I:14])=[C:10]([F:15])[CH:9]=2)[N:5]=[C:4]([C:16]([OH:18])=[O:17])[C:3]=1[Cl:20]. (10) Given the reactants Br[C:2]1[CH:7]=[CH:6][CH:5]=[CH:4][C:3]=1[C@H:8]([N:13]1[C:21]2[C:16](=[CH:17][CH:18]=[CH:19][C:20]=2[F:22])[C:15]([CH3:24])([CH3:23])[CH2:14]1)[C@H:9]([OH:12])[CH2:10][OH:11].C(P(C(C)(C)C)C1C=CC=CC=1C1C=CC=CC=1)(C)(C)C.C(=O)([O-])[O-].[Cs+].[Cs+].[Cl-].[NH4+], predict the reaction product. The product is: [F:22][C:20]1[CH:19]=[CH:18][CH:17]=[C:16]2[C:21]=1[N:13]([C@H:8]1[C:3]3[CH:4]=[CH:5][CH:6]=[CH:7][C:2]=3[O:12][C@H:9]1[CH2:10][OH:11])[CH2:14][C:15]2([CH3:24])[CH3:23].